Dataset: Reaction yield outcomes from USPTO patents with 853,638 reactions. Task: Predict the reaction yield, written as a fraction of the theoretical maximum amount of product (1.0 means a 100% yield; for example, 0.34 means a 34% yield). (1) The reactants are [C:1]([C:5]1[O:9][N:8]=[C:7]([NH:10][C:11]([NH:13][C:14]2[CH:19]=[CH:18][CH:17]=[C:16]([SH:20])[CH:15]=2)=[O:12])[CH:6]=1)([CH3:4])([CH3:3])[CH3:2].Cl[C:22]1[C:31]2[C:26](=[CH:27][CH:28]=[C:29]([O:32][CH2:33][CH2:34][O:35][CH3:36])[CH:30]=2)[N:25]=[CH:24][N:23]=1. No catalyst specified. The product is [C:1]([C:5]1[O:9][N:8]=[C:7]([NH:10][C:11]([NH:13][C:14]2[CH:19]=[CH:18][CH:17]=[C:16]([S:20][C:22]3[C:31]4[C:26](=[CH:27][CH:28]=[C:29]([O:32][CH2:33][CH2:34][O:35][CH3:36])[CH:30]=4)[N:25]=[CH:24][N:23]=3)[CH:15]=2)=[O:12])[CH:6]=1)([CH3:4])([CH3:2])[CH3:3]. The yield is 0.640. (2) The reactants are C(OC([N:8]1[CH2:14][CH2:13][CH2:12][O:11][CH:10]([CH2:15][O:16][C:17]2[CH:22]=[C:21]([O:23][CH3:24])[C:20]([Cl:25])=[CH:19][C:18]=2[C:26]([O:28][CH3:29])=[O:27])[CH2:9]1)=O)(C)(C)C.C(O)(C(F)(F)F)=O. The catalyst is C(Cl)Cl. The product is [CH3:29][O:28][C:26](=[O:27])[C:18]1[CH:19]=[C:20]([Cl:25])[C:21]([O:23][CH3:24])=[CH:22][C:17]=1[O:16][CH2:15][CH:10]1[CH2:9][NH:8][CH2:14][CH2:13][CH2:12][O:11]1. The yield is 0.330. (3) The reactants are [H-].[Li+].[Al+3].[H-].[H-].[H-].[OH:7][C:8]1[CH:9]=[C:10]([CH:15]=[C:16]([O:18][CH2:19][O:20][CH3:21])[CH:17]=1)[C:11](OC)=[O:12].O.[OH-].[Na+]. The catalyst is O1CCCC1. The product is [OH:12][CH2:11][C:10]1[CH:9]=[C:8]([OH:7])[CH:17]=[C:16]([O:18][CH2:19][O:20][CH3:21])[CH:15]=1. The yield is 0.660.